From a dataset of Full USPTO retrosynthesis dataset with 1.9M reactions from patents (1976-2016). Predict the reactants needed to synthesize the given product. (1) Given the product [Br:1][C:2]1[CH:3]=[CH:4][C:5]([C:8]2[N:9]=[C:10]([C:23]([CH3:26])([CH3:25])[CH3:24])[S:11][C:12]=2[C@@H:13]2[CH2:18][CH2:17][CH2:16][CH2:15][C@H:14]2[C:19]([OH:21])=[O:20])=[CH:6][CH:7]=1, predict the reactants needed to synthesize it. The reactants are: [Br:1][C:2]1[CH:7]=[CH:6][C:5]([C:8]2[N:9]=[C:10]([C:23]([CH3:26])([CH3:25])[CH3:24])[S:11][C:12]=2[C@@H:13]2[CH2:18][CH2:17][CH2:16][CH2:15][C@H:14]2[C:19]([O:21]C)=[O:20])=[CH:4][CH:3]=1.[OH-].[Na+].Cl. (2) Given the product [CH3:1][O:2][C:3](=[O:14])[CH2:4][CH2:5][C:6]1[CH:11]=[C:10]([O:12][Si:24]([C:20]([CH3:23])([CH3:22])[CH3:21])([CH3:27])[CH3:26])[CH:9]=[CH:8][C:7]=1[Br:13], predict the reactants needed to synthesize it. The reactants are: [CH3:1][O:2][C:3](=[O:14])[CH2:4][CH2:5][C:6]1[CH:11]=[C:10]([OH:12])[CH:9]=[CH:8][C:7]=1[Br:13].N1C=CN=C1.[C:20]([Si:24]([CH3:27])([CH3:26])Cl)([CH3:23])([CH3:22])[CH3:21]. (3) Given the product [CH2:1]([O:3][C:4](=[O:23])[CH2:5][C:6]1[CH:7]=[C:8]([C:14]2[CH:19]=[C:18]([CH3:20])[CH:17]=[CH:16][C:15]=2[CH2:21][NH:26][CH2:24][CH3:25])[C:9]([O:12][CH3:13])=[CH:10][CH:11]=1)[CH3:2], predict the reactants needed to synthesize it. The reactants are: [CH2:1]([O:3][C:4](=[O:23])[CH2:5][C:6]1[CH:7]=[C:8]([C:14]2[CH:19]=[C:18]([CH3:20])[CH:17]=[CH:16][C:15]=2[CH:21]=O)[C:9]([O:12][CH3:13])=[CH:10][CH:11]=1)[CH3:2].[CH2:24]([NH2:26])[CH3:25]. (4) Given the product [CH3:1][N:2]([CH3:17])[CH2:3][CH2:4][O:5][C:6]1[CH:7]=[CH:8][C:9]([CH2:10][OH:11])=[CH:14][CH:15]=1, predict the reactants needed to synthesize it. The reactants are: [CH3:1][N:2]([CH3:17])[C:3](=O)[CH2:4][O:5][C:6]1[CH:15]=[CH:14][C:9]([C:10](OC)=[O:11])=[CH:8][CH:7]=1.[H-].[H-].[H-].[H-].[Li+].[Al+3].S([O-])([O-])(=O)=O.[Na+].[Na+].[H][H]. (5) Given the product [NH2:1][C:2]1[N:7]=[CH:6][N:5]=[C:4]2[N:8]([CH:19]([C:21]3[O:22][C:23](=[O:36])[C:24]4[C:29]([C:30]=3[C:31]3[S:35][CH:34]=[N:33][CH:32]=3)=[CH:28][CH:27]=[CH:26][CH:25]=4)[CH3:20])[N:9]=[C:10]([C:11]3[CH:12]=[C:13]([F:18])[CH:14]=[C:15]([O:17][Si:46]([C:43]([CH3:45])([CH3:44])[CH3:42])([CH3:48])[CH3:47])[CH:16]=3)[C:3]=12, predict the reactants needed to synthesize it. The reactants are: [NH2:1][C:2]1[N:7]=[CH:6][N:5]=[C:4]2[N:8]([CH:19]([C:21]3[O:22][C:23](=[O:36])[C:24]4[C:29]([C:30]=3[C:31]3[S:35][CH:34]=[N:33][CH:32]=3)=[CH:28][CH:27]=[CH:26][CH:25]=4)[CH3:20])[N:9]=[C:10]([C:11]3[CH:16]=[C:15]([OH:17])[CH:14]=[C:13]([F:18])[CH:12]=3)[C:3]=12.N1C=CN=C1.[CH3:42][C:43]([Si:46](Cl)([CH3:48])[CH3:47])([CH3:45])[CH3:44]. (6) Given the product [CH3:1][NH:2][C:3]1[CH:8]=[C:7]([O:9][C:10]2[CH:11]=[C:12]3[C:17](=[CH:18][CH:19]=2)[C:16]([C:20]([NH:31][C:28]2[CH:29]=[CH:30][C:25]([O:24][CH3:23])=[CH:26][CH:27]=2)=[O:21])=[CH:15][CH:14]=[CH:13]3)[CH:6]=[CH:5][N:4]=1, predict the reactants needed to synthesize it. The reactants are: [CH3:1][NH:2][C:3]1[CH:8]=[C:7]([O:9][C:10]2[CH:11]=[C:12]3[C:17](=[CH:18][CH:19]=2)[C:16]([C:20](O)=[O:21])=[CH:15][CH:14]=[CH:13]3)[CH:6]=[CH:5][N:4]=1.[CH3:23][O:24][C:25]1[CH:30]=[CH:29][C:28]([NH2:31])=[CH:27][CH:26]=1.CCN(C(C)C)C(C)C.CN(C(ON1N=NC2C=CC=CC1=2)=[N+](C)C)C.[B-](F)(F)(F)F.